From a dataset of Peptide-MHC class II binding affinity with 134,281 pairs from IEDB. Regression. Given a peptide amino acid sequence and an MHC pseudo amino acid sequence, predict their binding affinity value. This is MHC class II binding data. The peptide sequence is KEYSHCAWTIVRVEI. The MHC is DRB1_1302 with pseudo-sequence DRB1_1302. The binding affinity (normalized) is 0.425.